This data is from Catalyst prediction with 721,799 reactions and 888 catalyst types from USPTO. The task is: Predict which catalyst facilitates the given reaction. (1) Reactant: [O:1]1[CH2:6][CH2:5][CH2:4][O:3][CH:2]1[C:7]1[CH:12]=[CH:11][C:10]([C:13]2[S:14][C:15]3[C:20]([N:21]=2)=[CH:19][CH:18]=[C:17]([CH2:22][C:23]2[CH:28]=[CH:27][CH:26]=[CH:25][CH:24]=2)[N:16]=3)=[C:9]([F:29])[CH:8]=1.C[Si]([N-][Si](C)(C)C)(C)C.[Li+].O1C[CH2:43][CH2:42][CH2:41]1.C(I)C=C.[NH4+].[Cl-]. Product: [O:3]1[CH2:4][CH2:5][CH2:6][O:1][CH:2]1[C:7]1[CH:12]=[CH:11][C:10]([C:13]2[S:14][C:15]3[C:20]([N:21]=2)=[CH:19][CH:18]=[C:17]([CH:22]([C:23]2[CH:24]=[CH:25][CH:26]=[CH:27][CH:28]=2)[CH2:43][CH:42]=[CH2:41])[N:16]=3)=[C:9]([F:29])[CH:8]=1. The catalyst class is: 3. (2) Reactant: CC1C=CC(S([O:11][CH2:12][CH:13]2[CH2:18][CH2:17][N:16]([CH2:19][C:20]3[CH:25]=[C:24]([Cl:26])[CH:23]=[C:22]([Cl:27])[CH:21]=3)[C:15](=[O:28])[CH2:14]2)(=O)=O)=CC=1.C(=O)([O-])[O-].[K+].[K+].[CH:35]1([C:38]2[C:39](O)=[CH:40][C:41]([F:51])=[C:42]([CH:50]=2)[C:43]([NH:45][S:46]([CH3:49])(=[O:48])=[O:47])=[O:44])[CH2:37][CH2:36]1. Product: [CH:35]1([C:38]2[C:39]([O:11][CH2:12][C@@H:13]3[CH2:18][CH2:17][N:16]([CH2:19][C:20]4[CH:21]=[C:22]([Cl:27])[CH:23]=[C:24]([Cl:26])[CH:25]=4)[C:15](=[O:28])[CH2:14]3)=[CH:40][C:41]([F:51])=[C:42]([CH:50]=2)[C:43]([NH:45][S:46]([CH3:49])(=[O:48])=[O:47])=[O:44])[CH2:36][CH2:37]1. The catalyst class is: 3. (3) Reactant: O[C:2]([CH2:4][CH2:5][S:6][C:7]1[CH:16]=[C:15]([Cl:17])[CH:14]=[CH:13][C:8]=1[C:9]([O:11][CH3:12])=[O:10])=[O:3]. Product: [Cl:17][C:15]1[CH:14]=[CH:13][C:8]([C:9]([O:11][CH3:12])=[O:10])=[C:7]2[C:16]=1[C:2](=[O:3])[CH2:4][CH2:5][S:6]2. The catalyst class is: 6.